From a dataset of Reaction yield outcomes from USPTO patents with 853,638 reactions. Predict the reaction yield, written as a fraction of the theoretical maximum amount of product (1.0 means a 100% yield; for example, 0.34 means a 34% yield). (1) The reactants are Br[C:2]1[CH:7]=[C:6]([N+:8]([O-:10])=[O:9])[CH:5]=[C:4]([O:11][CH3:12])[CH:3]=1.[CH:13]([C:15]1[CH:16]=[C:17]([NH:21][C:22](=[O:28])[O:23][C:24]([CH3:27])([CH3:26])[CH3:25])[CH:18]=[CH:19][CH:20]=1)=[CH2:14].C(N(CC)CC)C.C(OCC)(=O)C. The catalyst is CCCC[N+](CCCC)(CCCC)CCCC.[Cl-].CN(C)C=O.[Cl-].[Na+].O.C([O-])(=O)C.[Pd+2].C([O-])(=O)C. The product is [CH3:12][O:11][C:4]1[CH:3]=[C:2](/[CH:14]=[CH:13]/[C:15]2[CH:16]=[C:17]([NH:21][C:22](=[O:28])[O:23][C:24]([CH3:27])([CH3:26])[CH3:25])[CH:18]=[CH:19][CH:20]=2)[CH:7]=[C:6]([N+:8]([O-:10])=[O:9])[CH:5]=1. The yield is 0.600. (2) The catalyst is C(O)(C(F)(F)F)=O. The yield is 0.600. The product is [NH2:28][CH2:27][CH2:26][C:22]1[CH:21]=[C:20]([C:15]2[CH:16]=[CH:17][CH:18]=[C:19]3[C:14]=2[CH:13]=[CH:12][N:11]=[C:10]3[C:7]2[CH:8]=[CH:9][C:4]([C:1]([NH2:2])=[O:3])=[C:5]([NH:36][CH:37]3[CH2:38][CH2:39][CH:40]([OH:43])[CH2:41][CH2:42]3)[CH:6]=2)[CH:25]=[N:24][CH:23]=1. The reactants are [C:1]([C:4]1[CH:9]=[CH:8][C:7]([C:10]2[C:19]3[C:14](=[C:15]([C:20]4[CH:21]=[C:22]([CH2:26][CH2:27][NH:28]C(=O)OC(C)(C)C)[CH:23]=[N:24][CH:25]=4)[CH:16]=[CH:17][CH:18]=3)[CH:13]=[CH:12][N:11]=2)=[CH:6][C:5]=1[NH:36][CH:37]1[CH2:42][CH2:41][CH:40]([OH:43])[CH2:39][CH2:38]1)(=[O:3])[NH2:2]. (3) The reactants are Cl[C:2]1[C:11]2[C:6](=[CH:7][CH:8]=[C:9]([F:12])[CH:10]=2)[N:5]([CH2:13][C:14]2[CH:19]=[CH:18][C:17]([F:20])=[CH:16][CH:15]=2)[C:4](=[O:21])[C:3]=1[C:22]#[N:23].[NH:24]1[CH2:29][CH2:28][NH:27][CH2:26][CH2:25]1. The catalyst is ClCCl. The product is [F:12][C:9]1[CH:10]=[C:11]2[C:6](=[CH:7][CH:8]=1)[N:5]([CH2:13][C:14]1[CH:19]=[CH:18][C:17]([F:20])=[CH:16][CH:15]=1)[C:4](=[O:21])[C:3]([C:22]#[N:23])=[C:2]2[N:24]1[CH2:29][CH2:28][NH:27][CH2:26][CH2:25]1. The yield is 0.950. (4) The reactants are [NH2:1][C:2]1[N:3]=[CH:4][C:5]([C:21]2[CH:22]=[N:23][N:24]([CH:26]3[CH2:29][N:28](C(OC(C)(C)C)=O)[CH2:27]3)[CH:25]=2)=[C:6]2[CH:10]=[C:9]([C:11]3[CH:20]=[CH:19][CH:18]=[C:17]4[C:12]=3[CH:13]=[CH:14][N:15]=[CH:16]4)[O:8][C:7]=12.Cl. The catalyst is C(Cl)Cl. The product is [NH:28]1[CH2:27][CH:26]([N:24]2[CH:25]=[C:21]([C:5]3[CH:4]=[N:3][C:2]([NH2:1])=[C:7]4[O:8][C:9]([C:11]5[CH:20]=[CH:19][CH:18]=[C:17]6[C:12]=5[CH:13]=[CH:14][N:15]=[CH:16]6)=[CH:10][C:6]=34)[CH:22]=[N:23]2)[CH2:29]1. The yield is 0.0100. (5) The catalyst is C1COCC1. The reactants are [Br:1][C:2]1[CH:7]=[CH:6][N:5]=[CH:4][CH:3]=1.C([N-]C(C)C)(C)C.[Li+].CN(C)[CH:18]=[O:19]. The yield is 0.136. The product is [Br:1][C:2]1[CH:7]=[CH:6][N:5]=[CH:4][C:3]=1[CH:18]=[O:19].